This data is from Retrosynthesis with 50K atom-mapped reactions and 10 reaction types from USPTO. The task is: Predict the reactants needed to synthesize the given product. (1) Given the product O=C(OCCCCO)c1ccccc1, predict the reactants needed to synthesize it. The reactants are: O=C(Cl)c1ccccc1.OCCCCO. (2) Given the product Cc1ccc(-c2ccc(C(F)(F)F)cn2)c(C(=O)N2CCC[C@@H](C)[C@H]2CNc2ccc(Cl)cn2)c1, predict the reactants needed to synthesize it. The reactants are: Cc1ccc(-c2ccc(C(F)(F)F)cn2)c(C(=O)N2CCC[C@@H](C)[C@H]2CN)c1.Clc1ccc(Br)nc1. (3) Given the product Clc1cccc(CNc2n[nH]c3ncnc(Nc4cccc(Cl)c4)c23)c1, predict the reactants needed to synthesize it. The reactants are: Nc1n[nH]c2ncnc(Nc3cccc(Cl)c3)c12.O=Cc1cccc(Cl)c1. (4) Given the product O=C(O)c1cc(-c2ccn[nH]2)n[nH]1, predict the reactants needed to synthesize it. The reactants are: CCOC(=O)c1cc(-c2ccn[nH]2)n[nH]1. (5) Given the product CNc1nc(SCc2csc(-c3ccc(Cl)cc3)n2)c(C#N)c(-c2ccc(OCCOC(=O)[C@H](C)N)cc2)c1C#N, predict the reactants needed to synthesize it. The reactants are: CNc1nc(SCc2csc(-c3ccc(Cl)cc3)n2)c(C#N)c(-c2ccc(OCCOC(=O)[C@H](C)NC(=O)OC(C)(C)C)cc2)c1C#N.